Task: Predict the reactants needed to synthesize the given product.. Dataset: Full USPTO retrosynthesis dataset with 1.9M reactions from patents (1976-2016) (1) Given the product [CH2:1]([O:3][C:4]([C@H:5]1[CH2:6][CH2:7][C:8]([C:9]2[CH:14]=[C:13]([F:15])[C:12]([F:16])=[C:11]([F:17])[CH:10]=2)=[N:19]1)=[O:27])[CH3:2], predict the reactants needed to synthesize it. The reactants are: [CH2:1]([O:3][C:4](=[O:27])[C@H:5]([NH:19]C(OC(C)(C)C)=O)[CH2:6][CH2:7][C:8](=O)[C:9]1[CH:14]=[C:13]([F:15])[C:12]([F:16])=[C:11]([F:17])[CH:10]=1)[CH3:2].Cl.C(OCC)(=O)C. (2) Given the product [NH2:8][C:9]1[CH:10]=[C:11]([Cl:19])[N:12]=[C:13]([Cl:18])[C:14]=1[C:15]([NH2:22])=[O:16], predict the reactants needed to synthesize it. The reactants are: C(OC([NH:8][C:9]1[C:14]([C:15](O)=[O:16])=[C:13]([Cl:18])[N:12]=[C:11]([Cl:19])[CH:10]=1)=O)(C)(C)C.C(N1C=CN=C1)([N:22]1C=CN=C1)=O. (3) The reactants are: [CH3:1][S:2]([NH:5][NH2:6])(=[O:4])=[O:3].CCN(C(C)C)C(C)C.C[O:17][C:18](=O)[C:19]1[CH:24]=[C:23]([C:25]2[N:26]([CH3:30])[N:27]=[CH:28][CH:29]=2)[C:22]([CH:31]([CH3:33])[CH3:32])=[CH:21][C:20]=1[NH:34][C:35](OC1C=CC(Cl)=CC=1)=[O:36]. Given the product [CH:31]([C:22]1[CH:21]=[C:20]2[C:19]([C:18](=[O:17])[N:6]([NH:5][S:2]([CH3:1])(=[O:4])=[O:3])[C:35](=[O:36])[NH:34]2)=[CH:24][C:23]=1[C:25]1[N:26]([CH3:30])[N:27]=[CH:28][CH:29]=1)([CH3:33])[CH3:32], predict the reactants needed to synthesize it. (4) Given the product [CH2:4]([O:3][P:1]([O:11][CH2:12][C:13]1[C:18]([O:19][CH3:20])=[CH:17][CH:16]=[CH:15][C:14]=1[C:21]([OH:24])=[O:22])([O:7][CH2:8][CH:9]=[CH2:10])=[O:2])[CH:5]=[CH2:6], predict the reactants needed to synthesize it. The reactants are: [P:1]([O:11][CH2:12][C:13]1[C:18]([O:19][CH3:20])=[CH:17][CH:16]=[CH:15][C:14]=1[CH2:21][OH:22])([O:7][CH2:8][CH:9]=[CH2:10])([O:3][CH2:4][CH:5]=[CH2:6])=[O:2].[Cr](O[Cr]([O-])(=O)=O)([O-])(=O)=[O:24].[NH+]1C=CC=CC=1.[NH+]1C=CC=CC=1.CC(C)=O.OS(O)(=O)=O.O=[Cr](=O)=O.S(=O)(=O)(O)O. (5) Given the product [OH:25][CH:13]1[CH:12]2[CH:11]([CH2:10][CH2:9][C:8]3[C:2]2([CH3:1])[CH2:3][CH2:4][C:5](=[O:6])[CH:7]=3)[CH:16]2[C:15]([CH3:24])([CH:19]([C:20]([OH:29])=[O:21])[CH2:18][CH2:17]2)[CH2:14]1, predict the reactants needed to synthesize it. The reactants are: [CH3:1][C@@:2]12[C@H:12]3[C@@H:13]([OH:25])[CH2:14][C@:15]4([CH3:24])[C@@H:19]([C:20](CO)=[O:21])[CH2:18][CH2:17][C@H:16]4[C@@H:11]3[CH2:10][CH2:9][C:8]1=[CH:7][C:5](=[O:6])[CH2:4][CH2:3]2.CO.I([O-])(=O)(=O)=[O:29].[Na+]. (6) Given the product [C:1]([O:5][C:6](=[O:41])[NH:7][C:8]1[C:13]([C:14]([C:16]2[C:21]([N:22]([S:26]([C:29]3[CH:34]=[CH:33][C:32]([Cl:35])=[C:31]([C:36]([F:38])([F:37])[F:39])[CH:30]=3)(=[O:27])=[O:28])[CH2:23][O:24][CH3:25])=[CH:20][C:19]([Cl:40])=[CH:18][N:17]=2)=[O:15])=[CH:12][CH:11]=[CH:10][N:9]=1)([CH3:4])([CH3:2])[CH3:3], predict the reactants needed to synthesize it. The reactants are: [C:1]([O:5][C:6](=[O:41])[NH:7][C:8]1[C:13]([CH:14]([C:16]2[C:21]([N:22]([S:26]([C:29]3[CH:34]=[CH:33][C:32]([Cl:35])=[C:31]([C:36]([F:39])([F:38])[F:37])[CH:30]=3)(=[O:28])=[O:27])[CH2:23][O:24][CH3:25])=[CH:20][C:19]([Cl:40])=[CH:18][N:17]=2)[OH:15])=[CH:12][CH:11]=[CH:10][N:9]=1)([CH3:4])([CH3:3])[CH3:2]. (7) The reactants are: [Cl:1][C:2]1[CH:3]=[CH:4][C:5]([CH:23]=[O:24])=[C:6]2[C:10]=1[N:9]=[C:8]1[N:11]([C:15]3[CH:20]=[CH:19][C:18]([Cl:21])=[CH:17][C:16]=3[Cl:22])[CH2:12][CH2:13][CH2:14][N:7]21.C[Si](C)(C)[C:27]([F:30])([F:29])[F:28].[F-].C([N+](CCCC)(CCCC)CCCC)CCC.Cl. Given the product [Cl:1][C:2]1[C:10]2[N:9]=[C:8]3[N:11]([C:15]4[CH:20]=[CH:19][C:18]([Cl:21])=[CH:17][C:16]=4[Cl:22])[CH2:12][CH2:13][CH2:14][N:7]3[C:6]=2[C:5]([CH:23]([OH:24])[C:27]([F:30])([F:29])[F:28])=[CH:4][CH:3]=1, predict the reactants needed to synthesize it.